Dataset: TCR-epitope binding with 47,182 pairs between 192 epitopes and 23,139 TCRs. Task: Binary Classification. Given a T-cell receptor sequence (or CDR3 region) and an epitope sequence, predict whether binding occurs between them. (1) The epitope is AYILFTRFFYV. The TCR CDR3 sequence is CASSSDREAFF. Result: 0 (the TCR does not bind to the epitope). (2) The epitope is ILHCANFNV. The TCR CDR3 sequence is CASSLFADDSYEQYF. Result: 1 (the TCR binds to the epitope). (3) The epitope is ISDYDYYRY. The TCR CDR3 sequence is CASSFYPDTQYF. Result: 0 (the TCR does not bind to the epitope). (4) The epitope is VTEHDTLLY. The TCR CDR3 sequence is CSVEKRSNIAKNIQYF. Result: 0 (the TCR does not bind to the epitope). (5) The epitope is RQLLFVVEV. The TCR CDR3 sequence is CASSPGTSVARGQYF. Result: 1 (the TCR binds to the epitope). (6) The epitope is LSDDAVVCFNSTY. The TCR CDR3 sequence is CASKAGGPHISDNSPLHF. Result: 0 (the TCR does not bind to the epitope). (7) The epitope is ELAGIGILTV. The TCR CDR3 sequence is CASRGPVETQYF. Result: 0 (the TCR does not bind to the epitope).